Predict which catalyst facilitates the given reaction. From a dataset of Catalyst prediction with 721,799 reactions and 888 catalyst types from USPTO. (1) Reactant: Cl[C:2]1[CH:3]=[C:4]2[C:9](=[CH:10][N:11]=1)[CH2:8][N:7]([C:12]1[CH:17]=[C:16]([O:18][CH3:19])[CH:15]=[C:14]([O:20][CH3:21])[CH:13]=1)[C:6](=[O:22])[C:5]2([CH3:24])[CH3:23].[C:25](=[O:32])([O:27][C:28]([CH3:31])([CH3:30])[CH3:29])[NH2:26].CC1(C)C2C=CC=C(P(C3C=CC=CC=3)C3C=CC=CC=3)C=2OC2C1=CC=CC=2P(C1C=CC=CC=1)C1C=CC=CC=1.C(=O)([O-])[O-].[Cs+].[Cs+].N#N. Product: [CH3:21][O:20][C:14]1[CH:13]=[C:12]([N:7]2[CH2:8][C:9]3[CH:10]=[N:11][C:2]([NH:26][C:25](=[O:32])[O:27][C:28]([CH3:31])([CH3:30])[CH3:29])=[CH:3][C:4]=3[C:5]([CH3:24])([CH3:23])[C:6]2=[O:22])[CH:17]=[C:16]([O:18][CH3:19])[CH:15]=1. The catalyst class is: 160. (2) Reactant: [CH3:1][N:2]1[C:6]([NH:7][C:8]([C:21]2[CH:26]=[CH:25][CH:24]=[CH:23][CH:22]=2)([C:15]2[CH:20]=[CH:19][CH:18]=[CH:17][CH:16]=2)[C:9]2[CH:14]=[CH:13][CH:12]=[CH:11][CH:10]=2)=[C:5]([CH2:27][CH2:28][C:29]([O:31]CC)=[O:30])[CH:4]=[N:3]1.[OH-].[Na+].C(O)(=O)CC(CC(O)=O)(C(O)=O)O. Product: [CH3:1][N:2]1[C:6]([NH:7][C:8]([C:9]2[CH:10]=[CH:11][CH:12]=[CH:13][CH:14]=2)([C:21]2[CH:26]=[CH:25][CH:24]=[CH:23][CH:22]=2)[C:15]2[CH:16]=[CH:17][CH:18]=[CH:19][CH:20]=2)=[C:5]([CH2:27][CH2:28][C:29]([OH:31])=[O:30])[CH:4]=[N:3]1. The catalyst class is: 5. (3) Reactant: C(OC([N:8]1[C@H:17]([C:18]([NH:20][C@H:21]([CH2:40][C:41]2[CH:46]=[CH:45][C:44]([Cl:47])=[CH:43][CH:42]=2)[C:22]([N:24]2[CH2:29][CH2:28][N:27]([C:30]3[CH:39]=[CH:38][CH:37]=[CH:36][C:31]=3[C:32]([O:34][CH3:35])=[O:33])[CH2:26][CH2:25]2)=[O:23])=[O:19])[CH2:16][C:15]2[C:10](=[CH:11][CH:12]=[CH:13][CH:14]=2)[CH2:9]1)=O)(C)(C)C.Cl. Product: [CH2:9]1[C:10]2[C:15](=[CH:14][CH:13]=[CH:12][CH:11]=2)[CH2:16][C@@H:17]([C:18]([NH:20][C@H:21]([CH2:40][C:41]2[CH:46]=[CH:45][C:44]([Cl:47])=[CH:43][CH:42]=2)[C:22]([N:24]2[CH2:25][CH2:26][N:27]([C:30]3[CH:39]=[CH:38][CH:37]=[CH:36][C:31]=3[C:32]([O:34][CH3:35])=[O:33])[CH2:28][CH2:29]2)=[O:23])=[O:19])[NH:8]1. The catalyst class is: 25. (4) Reactant: [NH:1]([C:47]([O:49][C:50]([CH3:53])([CH3:52])[CH3:51])=[O:48])[C@H:2]([C:11]([NH:13][C@H:14]([C:36]([NH:38][CH2:39][C:40]([O:42][C:43]([CH3:46])([CH3:45])[CH3:44])=[O:41])=[O:37])[CH2:15][S:16]C(C1C=CC=CC=1)(C1C=CC=CC=1)C1C=CC=CC=1)=[O:12])[CH2:3][C:4](=[O:10])[O:5][C:6]([CH3:9])([CH3:8])[CH3:7].C(O)(C(F)(F)F)=O. Product: [NH:1]([C:47]([O:49][C:50]([CH3:53])([CH3:52])[CH3:51])=[O:48])[C@H:2]([C:11]([NH:13][C@H:14]([C:36]([NH:38][CH2:39][C:40]([O:42][C:43]([CH3:45])([CH3:44])[CH3:46])=[O:41])=[O:37])[CH2:15][SH:16])=[O:12])[CH2:3][C:4](=[O:10])[O:5][C:6]([CH3:9])([CH3:8])[CH3:7]. The catalyst class is: 2. (5) Product: [CH2:28]([O:1][C:2]1[CH:3]=[C:4]([CH2:8][NH:9][C:10]([C:12]2[CH:13]=[C:14]3[C:19](=[CH:20][CH:21]=2)[N:18]=[CH:17][CH:16]=[CH:15]3)=[O:11])[CH:5]=[CH:6][CH:7]=1)[CH2:27][CH2:26][CH2:25][CH:24]=[CH2:23]. Reactant: [OH:1][C:2]1[CH:3]=[C:4]([CH2:8][NH:9][C:10]([C:12]2[CH:13]=[C:14]3[C:19](=[CH:20][CH:21]=2)[N:18]=[CH:17][CH:16]=[CH:15]3)=[O:11])[CH:5]=[CH:6][CH:7]=1.Br[CH2:23][CH2:24][CH2:25][CH2:26][CH:27]=[CH2:28].CN(C=O)C.C(=O)([O-])[O-].[Cs+].[Cs+]. The catalyst class is: 6.